Dataset: Full USPTO retrosynthesis dataset with 1.9M reactions from patents (1976-2016). Task: Predict the reactants needed to synthesize the given product. (1) Given the product [C:1]([C:3]1[CH:19]=[CH:18][C:6]([C:7]([NH:9][C@H:10]([C@@H:15]([OH:17])[CH3:16])[C:11]([OH:13])=[O:12])=[O:8])=[C:5]([OH:20])[CH:4]=1)#[CH:2], predict the reactants needed to synthesize it. The reactants are: [C:1]([C:3]1[CH:19]=[CH:18][C:6]([C:7]([NH:9][C@H:10]([C@@H:15]([OH:17])[CH3:16])[C:11]([O:13]C)=[O:12])=[O:8])=[C:5]([OH:20])[CH:4]=1)#[CH:2].[OH-].[Na+].C(O)(=O)CC(CC(O)=O)(C(O)=O)O.CC(=O)OCC. (2) The reactants are: [N:1]1[CH:6]=[CH:5][CH:4]=[CH:3][CH:2]=1.ClC(Cl)(O[C:11](=[O:17])[O:12][C:13](Cl)(Cl)Cl)Cl.O[CH2:20][C:21]1(C)[O:25][C:24]2=[N:26][C:27]([N+:29]([O-:31])=[O:30])=[CH:28][N:23]2[CH2:22]1.N1CCCCC1.Cl. Given the product [N:1]1([C:11]([O:12][CH2:13][C:21]2([CH3:20])[O:25][C:24]3=[N:26][C:27]([N+:29]([O-:31])=[O:30])=[CH:28][N:23]3[CH2:22]2)=[O:17])[CH2:6][CH2:5][CH2:4][CH2:3][CH2:2]1, predict the reactants needed to synthesize it. (3) Given the product [CH3:20][C:21]1[CH:26]=[CH:25][N:24]=[CH:23][C:22]=1[C:2]1[CH:3]=[N:4][C:5]2[N:6]([CH:8]=[C:9]([CH2:11][O:12][C:13]3[CH:18]=[CH:17][CH:16]=[C:15]([F:19])[CH:14]=3)[N:10]=2)[CH:7]=1, predict the reactants needed to synthesize it. The reactants are: Br[C:2]1[CH:3]=[N:4][C:5]2[N:6]([CH:8]=[C:9]([CH2:11][O:12][C:13]3[CH:18]=[CH:17][CH:16]=[C:15]([F:19])[CH:14]=3)[N:10]=2)[CH:7]=1.[CH3:20][C:21]1[CH:26]=[CH:25][N:24]=[CH:23][C:22]=1B(O)O. (4) Given the product [CH3:25][O:24][C:22]([C:4]1[N:5]([C:16]2[CH:17]=[CH:18][CH:19]=[CH:20][CH:21]=2)[C:6]2[C:11]([C:12](=[O:13])[C:3]=1[CH2:2][NH:1][C:34](=[O:35])[C:33]1[CH:37]=[CH:38][C:30]([C:26]([CH3:28])([CH3:27])[CH3:29])=[CH:31][CH:32]=1)=[CH:10][CH:9]=[C:8]([O:14][CH3:15])[CH:7]=2)=[O:23], predict the reactants needed to synthesize it. The reactants are: [NH2:1][CH2:2][C:3]1[C:12](=[O:13])[C:11]2[C:6](=[CH:7][C:8]([O:14][CH3:15])=[CH:9][CH:10]=2)[N:5]([C:16]2[CH:21]=[CH:20][CH:19]=[CH:18][CH:17]=2)[C:4]=1[C:22]([O:24][CH3:25])=[O:23].[C:26]([C:30]1[CH:38]=[CH:37][C:33]([C:34](Cl)=[O:35])=[CH:32][CH:31]=1)([CH3:29])([CH3:28])[CH3:27]. (5) Given the product [C:1]([NH:5][S:6]([C:9]1[CH:14]=[CH:13][CH:12]=[C:11]([C:15]2[N:23]3[C:18]([CH:19]=[N:20][C:21]([NH:42][C:37]4[CH:38]=[CH:39][C:40]5[C:35]([CH:36]=4)=[N:34][N:33]([CH2:32][CH2:31][N:25]4[CH2:30][CH2:29][O:28][CH2:27][CH2:26]4)[CH:41]=5)=[N:22]3)=[CH:17][CH:16]=2)[CH:10]=1)(=[O:8])=[O:7])([CH3:2])([CH3:3])[CH3:4], predict the reactants needed to synthesize it. The reactants are: [C:1]([NH:5][S:6]([C:9]1[CH:14]=[CH:13][CH:12]=[C:11]([C:15]2[N:23]3[C:18]([CH:19]=[N:20][C:21](O)=[N:22]3)=[CH:17][CH:16]=2)[CH:10]=1)(=[O:8])=[O:7])([CH3:4])([CH3:3])[CH3:2].[N:25]1([CH2:31][CH2:32][N:33]2[CH:41]=[C:40]3[C:35]([CH:36]=[C:37]([NH2:42])[CH:38]=[CH:39]3)=[N:34]2)[CH2:30][CH2:29][O:28][CH2:27][CH2:26]1.N1(CCN2C=C3C(C=CC(N)=C3)=N2)CCOCC1. (6) Given the product [CH2:25]([O:24][C:21]1[CH:22]=[CH:14][CH:15]=[CH:16][C:17]=1[C:18]1[NH:13][C:7](=[O:9])[C:6]2=[C:5]([CH3:12])[N:4]=[CH:3][N:2]2[N:1]=1)[CH3:26], predict the reactants needed to synthesize it. The reactants are: [NH2:1][N:2]1[C:6]([C:7]([O:9]CC)=O)=[C:5]([CH3:12])[N:4]=[CH:3]1.[N:13]1[CH:18]=[CH:17][CH:16]=[CH:15][CH:14]=1.[OH-].[NH4+].[C:21]([O:24][CH2:25][CH3:26])(=O)[CH3:22]. (7) Given the product [F:1][C:2]1[CH:27]=[C:26]([C:44]([O:46][CH3:47])=[O:45])[CH:25]=[CH:24][C:3]=1[CH2:4][N:5]1[CH2:9][CH2:8][N:7]([CH:10]2[CH2:15][CH2:14][N:13]([C:16]([O:18][C:19]([CH3:20])([CH3:21])[CH3:22])=[O:17])[CH2:12][CH2:11]2)[C:6]1=[O:23], predict the reactants needed to synthesize it. The reactants are: [F:1][C:2]1[CH:27]=[C:26](S(C)(=O)=O)[C:25](F)=[CH:24][C:3]=1[CH2:4][N:5]1[CH2:9][CH2:8][N:7]([CH:10]2[CH2:15][CH2:14][N:13]([C:16]([O:18][C:19]([CH3:22])([CH3:21])[CH3:20])=[O:17])[CH2:12][CH2:11]2)[C:6]1=[O:23].BrC1C(F)=CC(C=O)=C(F)C=1.[CH:44]([O:46][C:47](C)(C)C)=[O:45].